From a dataset of NCI-60 drug combinations with 297,098 pairs across 59 cell lines. Regression. Given two drug SMILES strings and cell line genomic features, predict the synergy score measuring deviation from expected non-interaction effect. (1) Drug 1: C1CCN(CC1)CCOC2=CC=C(C=C2)C(=O)C3=C(SC4=C3C=CC(=C4)O)C5=CC=C(C=C5)O. Drug 2: C1C(C(OC1N2C=NC(=NC2=O)N)CO)O. Cell line: UACC-257. Synergy scores: CSS=-2.94, Synergy_ZIP=2.90, Synergy_Bliss=3.02, Synergy_Loewe=-13.6, Synergy_HSA=-3.09. (2) Cell line: MDA-MB-231. Drug 1: CC(CN1CC(=O)NC(=O)C1)N2CC(=O)NC(=O)C2. Synergy scores: CSS=-2.89, Synergy_ZIP=-3.41, Synergy_Bliss=-6.62, Synergy_Loewe=-15.5, Synergy_HSA=-7.00. Drug 2: C1CNP(=O)(OC1)N(CCCl)CCCl.